This data is from Catalyst prediction with 721,799 reactions and 888 catalyst types from USPTO. The task is: Predict which catalyst facilitates the given reaction. (1) Reactant: Cl[C@H:2]1[C@H:6]([Cl:7])[C:5]2[CH:8]=[CH:9][C:10]([C:12]([O:14][CH3:15])=[O:13])=[CH:11][C:4]=2[O:3]1.[C:16]([O-])([O-])=O.[K+].[K+]. Product: [Cl:7][C:6]1[C:5]2[CH:8]=[CH:9][C:10]([C:12]([O:14][CH2:15][CH3:16])=[O:13])=[CH:11][C:4]=2[O:3][CH:2]=1. The catalyst class is: 14. (2) Reactant: [OH-].[NH4+].Cl.O=C[C@@H]([C@H]([C@@H]([C@@H](CO)O)O)O)O.[C:16]([O-:47])(=[O:46])[CH2:17][CH2:18][C@H:19]([NH:23][C:24]([C:26]1[CH:45]=[CH:44][C:29]([NH:30][CH2:31][C:32]2[CH2:33][NH:34][C:35]3[N:36]=[C:37]([NH:39][C:40]([C:42]=3[N:43]=2)=[O:41])[NH2:38])=[CH:28][CH:27]=1)=[O:25])[C:20]([OH:22])=[O:21].C1C=[N+]([C@@H]2O[C@H](COP(OP(OC[C@H]3O[C@@H](N4C5N=CN=C(N)C=5N=C4)[C@H](OP(O)(O)=O)[C@@H]3O)(O)=O)(O)=O)[C@@H](O)[C@H]2O)C=C(C(N)=O)C=1. Product: [C:16]([OH:47])(=[O:46])[CH2:17][CH2:18][C@H:19]([NH:23][C:24]([C:26]1[CH:27]=[CH:28][C:29]([NH:30][CH2:31][CH:32]2[NH:43][C:42]3[C:40](=[O:41])[NH:39][C:37]([NH2:38])=[N:36][C:35]=3[NH:34][CH2:33]2)=[CH:44][CH:45]=1)=[O:25])[C:20]([OH:22])=[O:21]. The catalyst class is: 6.